This data is from Full USPTO retrosynthesis dataset with 1.9M reactions from patents (1976-2016). The task is: Predict the reactants needed to synthesize the given product. (1) Given the product [Br:1][C:2]1[C:10]2[C:9]3[CH2:11][N:12]([CH2:22][C:23]([F:24])([F:25])[F:26])[C:13](=[O:21])[C@H:14]([CH2:16][C:17]([OH:19])=[O:18])[CH2:15][C:8]=3[CH:7]=[C:6]([Br:27])[C:5]=2[NH:4][N:3]=1, predict the reactants needed to synthesize it. The reactants are: [Br:1][C:2]1[C:10]2[C:9]3[CH2:11][N:12]([CH2:22][C:23]([F:26])([F:25])[F:24])[C:13](=[O:21])[C@H:14]([CH2:16][C:17]([O:19]C)=[O:18])[CH2:15][C:8]=3[CH:7]=[C:6]([Br:27])[C:5]=2[NH:4][N:3]=1.O.O.[OH-].[Li+].Cl. (2) The reactants are: [ClH:1].[CH3:2][C:3]1[N:7]=[C:6]([CH2:8][N:9]([C@H:17]2[CH2:19][C@H:18]2[C:20]2[CH:25]=[CH:24][CH:23]=[CH:22][CH:21]=2)C(=O)OC(C)(C)C)[O:5][N:4]=1. Given the product [ClH:1].[CH3:2][C:3]1[N:7]=[C:6]([CH2:8][NH:9][C@@H:17]2[CH2:19][C@H:18]2[C:20]2[CH:25]=[CH:24][CH:23]=[CH:22][CH:21]=2)[O:5][N:4]=1, predict the reactants needed to synthesize it. (3) Given the product [O:1]=[C:2]1[NH:7][C:6]([CH2:8][CH2:9][C:10]([OH:12])=[O:11])=[N:5][C:4]2[N:14]=[C:15]([N:17]3[CH2:22][CH2:21][CH:20]([O:23][C:24]4[CH:29]=[CH:28][CH:27]=[CH:26][C:25]=4[C:30]([F:31])([F:33])[F:32])[CH2:19][CH2:18]3)[S:16][C:3]1=2, predict the reactants needed to synthesize it. The reactants are: [O:1]=[C:2]1[NH:7][C:6]([CH2:8][CH2:9][C:10]([O:12]C)=[O:11])=[N:5][C:4]2[N:14]=[C:15]([N:17]3[CH2:22][CH2:21][CH:20]([O:23][C:24]4[CH:29]=[CH:28][CH:27]=[CH:26][C:25]=4[C:30]([F:33])([F:32])[F:31])[CH2:19][CH2:18]3)[S:16][C:3]1=2.[OH-].[Li+].OP([O-])(O)=O.[K+]. (4) Given the product [CH3:19][Si:18]([CH3:21])([CH3:20])[CH2:17][CH2:16][O:15][CH2:14][N:12]1[CH:13]=[C:9]([OH:23])[CH:10]=[N:11]1, predict the reactants needed to synthesize it. The reactants are: CC1(C)C(C)(C)OB([C:9]2[CH:10]=[N:11][N:12]([CH2:14][O:15][CH2:16][CH2:17][Si:18]([CH3:21])([CH3:20])[CH3:19])[CH:13]=2)O1.[OH-:23].[Na+].OO. (5) Given the product [CH3:28][N:29]1[C:9]([N:10]2[CH2:11][CH2:12][CH2:13][CH2:14]2)=[C:3]([C:1]#[N:2])[C:4](=[O:6])[NH:30]1, predict the reactants needed to synthesize it. The reactants are: [C:1](/[C:3](=[C:9](/SC)\[N:10]1[CH2:14][CH2:13][CH2:12][CH2:11]1)/[C:4]([O:6]CC)=O)#[N:2].C1CCN2C(=NCCC2)CC1.[CH3:28][NH:29][NH2:30]. (6) Given the product [C:48]([O:47][C:46](=[O:52])[N:45]([C:39]1[CH:40]=[N:41][C:42]([CH3:44])=[CH:43][C:38]=1[I:37])[CH2:20][C:22]([F:25])([F:24])[F:23])([CH3:49])([CH3:51])[CH3:50], predict the reactants needed to synthesize it. The reactants are: ClC1C=CC=CC=1C1C=CN=CC=1N(CCS(C)(=O)=O)C(=O)C1C=[C:20]([C:22]([F:25])([F:24])[F:23])C=[C:20]([C:22]([F:25])([F:24])[F:23])C=1.[I:37][C:38]1[CH:43]=[C:42]([CH3:44])[N:41]=[CH:40][C:39]=1[NH:45][C:46](=[O:52])[O:47][C:48]([CH3:51])([CH3:50])[CH3:49].FC(F)(F)S(OCC(F)(F)F)(=O)=O. (7) Given the product [OH:1][C:2]1([C:5]([N:45]2[CH2:44][CH2:43][N:42]([C:48]([C:50]3[CH:55]=[CH:54][C:53]([C:56]4[CH:70]=[CH:69][C:59]5[C:60]([NH:63][C:64]([CH:66]6[CH2:68][CH2:67]6)=[O:65])=[N:61][O:62][C:58]=5[CH:57]=4)=[CH:52][CH:51]=3)=[O:49])[CH2:47][CH2:46]2)=[O:7])[CH2:4][CH2:3]1, predict the reactants needed to synthesize it. The reactants are: [OH:1][C:2]1([C:5]([OH:7])=O)[CH2:4][CH2:3]1.CN(C(ON1N=NC2C=CC=CC1=2)=[N+](C)C)C.F[P-](F)(F)(F)(F)F.CCN(C(C)C)C(C)C.Cl.[N:42]1([C:48]([C:50]2[CH:55]=[CH:54][C:53]([C:56]3[CH:70]=[CH:69][C:59]4[C:60]([NH:63][C:64]([CH:66]5[CH2:68][CH2:67]5)=[O:65])=[N:61][O:62][C:58]=4[CH:57]=3)=[CH:52][CH:51]=2)=[O:49])[CH2:47][CH2:46][NH:45][CH2:44][CH2:43]1. (8) The reactants are: FC1C=CC=C(CCC)C=1.[F:11][C:12]1[CH:17]=[C:16]([CH2:18][CH2:19][CH3:20])[CH:15]=[CH:14][C:13]=1[I:21].C([Li])(CC)C.C([Li])CCC.II. Given the product [F:11][C:12]1[CH:17]=[C:16]([CH2:18][CH2:19][CH3:20])[CH:15]=[CH:14][C:13]=1[I:21], predict the reactants needed to synthesize it. (9) Given the product [Cl-:37].[NH2:1][C:2]1[N:7]([C:8]2[C:24]([F:25])=[CH:23][C:11]([O:12][CH2:13][CH2:14][NH3+:15])=[CH:10][C:9]=2[F:26])[C:6](=[O:27])[CH:5]=[CH:4][C:3]=1[C:28](=[O:36])[C:29]1[CH:30]=[CH:31][C:32]([F:35])=[CH:33][CH:34]=1, predict the reactants needed to synthesize it. The reactants are: [NH2:1][C:2]1[N:7]([C:8]2[C:24]([F:25])=[CH:23][C:11]([O:12][CH2:13][CH2:14][NH:15]C(=O)OC(C)(C)C)=[CH:10][C:9]=2[F:26])[C:6](=[O:27])[CH:5]=[CH:4][C:3]=1[C:28](=[O:36])[C:29]1[CH:34]=[CH:33][C:32]([F:35])=[CH:31][CH:30]=1.[ClH:37]. (10) The reactants are: [C:1]([O:5][C:6](=[O:25])[NH:7][C:8]1[CH:13]=[C:12]([N:14]([CH2:16][CH:17]([CH3:19])[CH3:18])[CH3:15])[C:11]([C:20]([F:23])([F:22])[F:21])=[CH:10][C:9]=1[NH2:24])([CH3:4])([CH3:3])[CH3:2].C([O:30][C:31](=O)[CH2:32][C:33](=[O:45])[C:34]1[CH:39]=[CH:38][CH:37]=[C:36]([N:40]2[CH:44]=[N:43][CH:42]=[N:41]2)[CH:35]=1)(C)(C)C. Given the product [C:1]([O:5][C:6](=[O:25])[NH:7][C:8]1[CH:13]=[C:12]([N:14]([CH2:16][CH:17]([CH3:19])[CH3:18])[CH3:15])[C:11]([C:20]([F:23])([F:22])[F:21])=[CH:10][C:9]=1[NH:24][C:31](=[O:30])[CH2:32][C:33](=[O:45])[C:34]1[CH:39]=[CH:38][CH:37]=[C:36]([N:40]2[CH:44]=[N:43][CH:42]=[N:41]2)[CH:35]=1)([CH3:3])([CH3:4])[CH3:2], predict the reactants needed to synthesize it.